Dataset: Full USPTO retrosynthesis dataset with 1.9M reactions from patents (1976-2016). Task: Predict the reactants needed to synthesize the given product. (1) Given the product [CH2:16]([O:18][C@@H:19]([CH2:20][C:21]1[CH:22]=[CH:23][C:24]([O:25][CH2:26][C:27]([N:3]([CH2:1][CH3:2])[CH2:4][C:5]2[CH:10]=[CH:9][C:8]([O:11][C:12]([F:13])([F:14])[F:15])=[CH:7][CH:6]=2)=[O:29])=[CH:30][CH:31]=1)[C:32]([O:34][CH2:35][CH3:36])=[O:33])[CH3:17], predict the reactants needed to synthesize it. The reactants are: [CH2:1]([NH:3][CH2:4][C:5]1[CH:10]=[CH:9][C:8]([O:11][C:12]([F:15])([F:14])[F:13])=[CH:7][CH:6]=1)[CH3:2].[CH2:16]([O:18][C@H:19]([C:32]([O:34][CH2:35][CH3:36])=[O:33])[CH2:20][C:21]1[CH:31]=[CH:30][C:24]([O:25][CH2:26][C:27]([OH:29])=O)=[CH:23][CH:22]=1)[CH3:17].C(N(CC)C(C)C)(C)C.F[B-](F)(F)F.N1(OC(N(C)C)=[N+](C)C)C2C=CC=CC=2N=N1. (2) Given the product [CH3:22][C:19]([CH3:23])([O:1][C:2]1[CH:3]=[CH:4][C:5]2[C:6](=[O:17])[C:7]3[C:12]([O:13][C:14]=2[C:15]=1[O:16][C:29]([CH3:30])([CH3:35])[C:28]#[CH:27])=[CH:11][CH:10]=[CH:9][CH:8]=3)[C:20]#[CH:21], predict the reactants needed to synthesize it. The reactants are: [OH:1][C:2]1[CH:3]=[CH:4][C:5]2[C:6](=[O:17])[C:7]3[C:12]([O:13][C:14]=2[C:15]=1[OH:16])=[CH:11][CH:10]=[CH:9][CH:8]=3.Cl[C:19]([CH3:23])([CH3:22])[C:20]#[CH:21].N12CCCN=[C:30]1[CH2:29][CH2:28][CH2:27]CC2.[C:35](#N)C. (3) Given the product [C:32]([C:30]1[CH:29]=[C:28]([NH:36][C:37]([O:39][CH3:40])=[O:38])[C:27]([O:41][CH3:42])=[C:26]([NH:25][C:23](=[O:24])[NH:22][C:15]2[C:16]3[C:21](=[CH:20][CH:19]=[CH:18][CH:17]=3)[C:12]([O:11][C:9]3[CH:8]=[CH:7][N:6]=[C:5]([C:3]([OH:4])=[O:2])[CH:10]=3)=[CH:13][CH:14]=2)[CH:31]=1)([CH3:35])([CH3:33])[CH3:34], predict the reactants needed to synthesize it. The reactants are: C[O:2][C:3]([C:5]1[CH:10]=[C:9]([O:11][C:12]2[C:21]3[C:16](=[CH:17][CH:18]=[CH:19][CH:20]=3)[C:15]([NH:22][C:23]([NH:25][C:26]3[CH:31]=[C:30]([C:32]([CH3:35])([CH3:34])[CH3:33])[CH:29]=[C:28]([NH:36][C:37]([O:39][CH3:40])=[O:38])[C:27]=3[O:41][CH3:42])=[O:24])=[CH:14][CH:13]=2)[CH:8]=[CH:7][N:6]=1)=[O:4].O.[Li+].[OH-].Cl. (4) Given the product [N:31]([CH2:12][C@H:13]1[CH2:22][CH2:21][C:20]2[C:15](=[C:16]([C:24]3[CH:29]=[CH:28][CH:27]=[CH:26][C:25]=3[Cl:30])[C:17]([F:23])=[CH:18][CH:19]=2)[O:14]1)=[N+:32]=[N-:33], predict the reactants needed to synthesize it. The reactants are: CC1C=CC(S(O[CH2:12][C@H:13]2[CH2:22][CH2:21][C:20]3[C:15](=[C:16]([C:24]4[CH:29]=[CH:28][CH:27]=[CH:26][C:25]=4[Cl:30])[C:17]([F:23])=[CH:18][CH:19]=3)[O:14]2)(=O)=O)=CC=1.[N-:31]=[N+:32]=[N-:33].[Na+]. (5) Given the product [Br:1][C:2]1[CH:10]=[C:9]2[C:5]([CH:6]=[C:7]([CH2:11][O:12][Si:13]([C:16]([CH3:19])([CH3:18])[CH3:17])([CH3:15])[CH3:14])[NH:8]2)=[CH:4][CH:3]=1, predict the reactants needed to synthesize it. The reactants are: [Br:1][C:2]1[CH:10]=[C:9]2[C:5]([CH:6]=[C:7]([CH2:11][OH:12])[NH:8]2)=[CH:4][CH:3]=1.[Si:13](Cl)([C:16]([CH3:19])([CH3:18])[CH3:17])([CH3:15])[CH3:14].N1C=CN=C1. (6) Given the product [Br:10][C:5]1[CH:6]=[C:7]([CH2:8][OH:9])[C:2]2[N:3]([CH:19]=[C:20]([CH3:21])[N:1]=2)[CH:4]=1, predict the reactants needed to synthesize it. The reactants are: [NH2:1][C:2]1[C:7]([CH2:8][OH:9])=[CH:6][CH:5]=[CH:4][N:3]=1.[Br:10]N1C(=O)CCC1=O.Cl[CH2:19][C:20](=O)[CH3:21]. (7) Given the product [CH2:35]([N:42]1[CH2:46][CH2:45][C@H:44]([NH:47][C:27]([NH:20][C:19]2[CH:21]=[CH:22][C:16]([O:15][C:6]3[C:5]4[C:10](=[CH:11][C:12]([O:13][CH3:14])=[C:3]([O:2][CH3:1])[CH:4]=4)[N:9]=[CH:8][CH:7]=3)=[CH:17][CH:18]=2)=[O:33])[CH2:43]1)[C:36]1[CH:37]=[CH:38][CH:39]=[CH:40][CH:41]=1, predict the reactants needed to synthesize it. The reactants are: [CH3:1][O:2][C:3]1[CH:4]=[C:5]2[C:10](=[CH:11][C:12]=1[O:13][CH3:14])[N:9]=[CH:8][CH:7]=[C:6]2[O:15][C:16]1[CH:22]=[CH:21][C:19]([NH2:20])=[CH:18][CH:17]=1.ClC(Cl)(O[C:27](=[O:33])OC(Cl)(Cl)Cl)Cl.[CH2:35]([N:42]1[CH2:46][CH2:45][C@H:44]([NH2:47])[CH2:43]1)[C:36]1[CH:41]=[CH:40][CH:39]=[CH:38][CH:37]=1.C(=O)([O-])O.[Na+].